From a dataset of Peptide-MHC class II binding affinity with 134,281 pairs from IEDB. Regression. Given a peptide amino acid sequence and an MHC pseudo amino acid sequence, predict their binding affinity value. This is MHC class II binding data. The peptide sequence is FSNVYLFAKDKSGPL. The MHC is HLA-DQA10101-DQB10501 with pseudo-sequence HLA-DQA10101-DQB10501. The binding affinity (normalized) is 0.132.